Dataset: Reaction yield outcomes from USPTO patents with 853,638 reactions. Task: Predict the reaction yield, written as a fraction of the theoretical maximum amount of product (1.0 means a 100% yield; for example, 0.34 means a 34% yield). (1) The reactants are [Cl:1][C:2]1[CH:3]=[CH:4][C:5]2[N:6]=[CH:7][N:8]=[C:9](OC3CCOCC3)[C:10]=2[N:11]=1.[O:19]1[CH2:24][CH2:23][CH:22]([NH2:25])[CH2:21][CH2:20]1.CC(C)([O-])C.[Na+]. The catalyst is O1CCOCC1. The product is [Cl:1][C:2]1[CH:3]=[CH:4][C:5]2[N:6]=[CH:7][N:8]=[C:9]([NH:25][CH:22]3[CH2:23][CH2:24][O:19][CH2:20][CH2:21]3)[C:10]=2[N:11]=1. The yield is 0.410. (2) The reactants are C(OC([N:11]1[CH2:16][CH2:15][CH:14]([CH2:17][N:18]([C:29]2[CH:33]=[C:32]([C:34]3[CH:39]=[CH:38][CH:37]=[CH:36][CH:35]=3)[S:31][C:30]=2[C:40]([OH:42])=[O:41])[C:19](=[O:28])[C:20]2[CH:25]=[CH:24][C:23]([Cl:26])=[CH:22][C:21]=2[Cl:27])[CH2:13][CH2:12]1)=O)C1C=CC=CC=1. The catalyst is CO.[Pd]. The product is [Cl:27][C:21]1[CH:22]=[C:23]([Cl:26])[CH:24]=[CH:25][C:20]=1[C:19]([N:18]([CH2:17][CH:14]1[CH2:13][CH2:12][NH:11][CH2:16][CH2:15]1)[C:29]1[CH:33]=[C:32]([C:34]2[CH:35]=[CH:36][CH:37]=[CH:38][CH:39]=2)[S:31][C:30]=1[C:40]([OH:42])=[O:41])=[O:28]. The yield is 0.180. (3) The reactants are [F:1][C:2]1[CH:7]=[CH:6][C:5]([OH:8])=[CH:4][CH:3]=1.[H-].[Na+].Br[CH2:12][C:13]([O:15][CH2:16][CH3:17])=[O:14]. The catalyst is CN(C=O)C. The product is [F:1][C:2]1[CH:7]=[CH:6][C:5]([O:8][CH2:12][C:13]([O:15][CH2:16][CH3:17])=[O:14])=[CH:4][CH:3]=1. The yield is 0.950. (4) The reactants are [NH2:1][C:2]1[C:6]([Br:7])=[CH:5][NH:4][N:3]=1.[F:8][C:9]([F:26])([F:25])[C:10](=O)[CH2:11][C:12]([C:14]1[CH:19]=[CH:18][C:17]([C:20]([F:23])([F:22])[F:21])=[CH:16][CH:15]=1)=O. The catalyst is C(O)(=O)C.O. The product is [Br:7][C:6]1[CH:5]=[N:4][N:3]2[C:10]([C:9]([F:8])([F:26])[F:25])=[CH:11][C:12]([C:14]3[CH:19]=[CH:18][C:17]([C:20]([F:21])([F:22])[F:23])=[CH:16][CH:15]=3)=[N:1][C:2]=12. The yield is 0.900. (5) The reactants are [CH3:1]I.[CH3:3][NH:4][C:5]([NH:7][C:8]1[CH:13]=[C:12]([OH:14])[CH:11]=[C:10]([C:15]([OH:17])=[O:16])[CH:9]=1)=[S:6]. No catalyst specified. The product is [CH3:3][NH:4][C:5](=[N:7][C:8]1[CH:13]=[C:12]([OH:14])[CH:11]=[C:10]([C:15]([OH:17])=[O:16])[CH:9]=1)[S:6][CH3:1]. The yield is 1.00. (6) The reactants are [H-].[Na+].[I:3][C:4]1[CH:17]=[CH:16][C:7]([CH2:8][C:9]2[CH:14]=[CH:13][C:12]([OH:15])=[CH:11][CH:10]=2)=[CH:6][CH:5]=1.[C:18]([O:22][C:23]([N:25]1[CH2:29][CH2:28][CH2:27][C@@H:26]1[CH2:30]OS(C1C=CC(C)=CC=1)(=O)=O)=[O:24])([CH3:21])([CH3:20])[CH3:19]. The catalyst is CN(C=O)C. The product is [C:18]([O:22][C:23]([N:25]1[CH2:29][CH2:28][CH2:27][C@@H:26]1[CH2:30][O:15][C:12]1[CH:13]=[CH:14][C:9]([CH2:8][C:7]2[CH:6]=[CH:5][C:4]([I:3])=[CH:17][CH:16]=2)=[CH:10][CH:11]=1)=[O:24])([CH3:21])([CH3:19])[CH3:20]. The yield is 0.590. (7) The reactants are [OH:1][CH:2]1[C:11]2[C:6](=[CH:7][CH:8]=[C:9](B(O)O)[CH:10]=2)[O:5][C:4]([CH3:16])([CH3:15])[CH2:3]1.Br[C:18]1[C:23](=[O:24])[N:22]([CH2:25][C:26]2[CH:31]=[CH:30][C:29]([C:32]3[C:33]([C:38]#[N:39])=[CH:34][CH:35]=[CH:36][CH:37]=3)=[CH:28][CH:27]=2)[C:21]([CH2:40][CH2:41][CH3:42])=[N:20][C:19]=1[CH2:43][CH3:44]. The catalyst is O1CCOCC1.C(=O)([O-])[O-].[Cs+].[Cs+].C(OCC)(=O)C.C1C=CC(P(C2C=CC=CC=2)[C-]2C=CC=C2)=CC=1.C1C=CC(P(C2C=CC=CC=2)[C-]2C=CC=C2)=CC=1.Cl[Pd]Cl.[Fe+2]. The product is [CH2:43]([C:19]1[N:20]=[C:21]([CH2:40][CH2:41][CH3:42])[N:22]([CH2:25][C:26]2[CH:31]=[CH:30][C:29]([C:32]3[C:33]([C:38]#[N:39])=[CH:34][CH:35]=[CH:36][CH:37]=3)=[CH:28][CH:27]=2)[C:23](=[O:24])[C:18]=1[C:9]1[CH:10]=[C:11]2[C:6](=[CH:7][CH:8]=1)[O:5][C:4]([CH3:16])([CH3:15])[CH2:3][CH:2]2[OH:1])[CH3:44]. The yield is 0.820.